Task: Predict the reactants needed to synthesize the given product.. Dataset: Full USPTO retrosynthesis dataset with 1.9M reactions from patents (1976-2016) (1) Given the product [P:6]([O-:26])([O:8][CH2:9][CH:10]([CH2:15][CH3:16])[CH2:11][CH2:12][CH2:13][CH3:14])([O:17][CH2:18][CH:19]([CH2:24][CH3:25])[CH2:20][CH2:21][CH2:22][CH3:23])=[O:7].[La+3:2].[CH2:15]([CH:10]([CH2:11][CH2:12][CH2:13][CH3:14])[CH2:9][O:8][P:6]([O-:26])([O:17][CH2:18][CH:19]([CH2:24][CH3:25])[CH2:20][CH2:21][CH2:22][CH3:23])=[O:7])[CH3:16].[CH2:15]([CH:10]([CH2:11][CH2:12][CH2:13][CH3:14])[CH2:9][O:8][P:6]([O-:26])([O:17][CH2:18][CH:19]([CH2:24][CH3:25])[CH2:20][CH2:21][CH2:22][CH3:23])=[O:7])[CH3:16], predict the reactants needed to synthesize it. The reactants are: [O-2].[La+3:2].[O-2].[O-2].[La+3].[P:6]([O-:26])([O:17][CH2:18][CH:19]([CH2:24][CH3:25])[CH2:20][CH2:21][CH2:22][CH3:23])([O:8][CH2:9][CH:10]([CH2:15][CH3:16])[CH2:11][CH2:12][CH2:13][CH3:14])=[O:7].C1CCCCC1. (2) The reactants are: [C:1]([O:5][C:6](=[O:16])[NH:7][C@H:8]1[CH2:13][CH2:12][C@H:11]([CH2:14][OH:15])[CH2:10][CH2:9]1)([CH3:4])([CH3:3])[CH3:2].CC(OI1(OC(C)=O)(OC(C)=O)OC(=O)C2C=CC=CC1=2)=O. Given the product [C:1]([O:5][C:6](=[O:16])[NH:7][C@H:8]1[CH2:9][CH2:10][C@H:11]([CH:14]=[O:15])[CH2:12][CH2:13]1)([CH3:4])([CH3:2])[CH3:3], predict the reactants needed to synthesize it. (3) Given the product [F:32][C:25]1[C:24](=[O:33])[N:23]([CH3:34])[C:22]([NH:4][C:3]2[CH:5]=[CH:6][C:7]([S:9][CH3:10])=[CH:8][C:2]=2[F:1])=[C:27]([C:28]([O:30][CH3:31])=[O:29])[CH:26]=1, predict the reactants needed to synthesize it. The reactants are: [F:1][C:2]1[CH:8]=[C:7]([S:9][CH3:10])[CH:6]=[CH:5][C:3]=1[NH2:4].C[Si]([N-][Si](C)(C)C)(C)C.[Li+].Cl[C:22]1[N:23]([CH3:34])[C:24](=[O:33])[C:25]([F:32])=[CH:26][C:27]=1[C:28]([O:30][CH3:31])=[O:29]. (4) Given the product [ClH:32].[Br:7][C:8]1[CH:9]=[CH:10][C:11]([CH2:12][CH:13]2[C:22]3[C:17](=[CH:18][C:19]([O:25][CH3:26])=[C:20]([O:23][CH3:24])[CH:21]=3)[CH2:16][CH2:15][NH:14]2)=[CH:27][CH:28]=1, predict the reactants needed to synthesize it. The reactants are: C(O)(=O)C(O)=O.[Br:7][C:8]1[CH:28]=[CH:27][C:11]([CH2:12][CH:13]2[C:22]3[C:17](=[CH:18][C:19]([O:25][CH3:26])=[C:20]([O:23][CH3:24])[CH:21]=3)[CH2:16][CH2:15][NH:14]2)=[CH:10][CH:9]=1.[OH-].[Na+].C(Cl)[Cl:32]. (5) Given the product [Br:17][C:18]1[CH:23]=[CH:22][C:21]([CH2:24][CH2:25][NH:26][CH2:13][C:12]2[C:3]([O:2][CH3:1])=[N:4][C:5]3[C:10]([CH:11]=2)=[CH:9][CH:8]=[C:7]([O:15][CH3:16])[CH:6]=3)=[CH:20][CH:19]=1, predict the reactants needed to synthesize it. The reactants are: [CH3:1][O:2][C:3]1[C:12]([CH:13]=O)=[CH:11][C:10]2[C:5](=[CH:6][C:7]([O:15][CH3:16])=[CH:8][CH:9]=2)[N:4]=1.[Br:17][C:18]1[CH:23]=[CH:22][C:21]([CH2:24][CH2:25][NH2:26])=[CH:20][CH:19]=1.C(O[BH-](OC(=O)C)OC(=O)C)(=O)C.[Na+].C([O-])(O)=O.[Na+]. (6) Given the product [CH2:8]([S:10]([N:13]1[CH2:18][CH2:17][CH:16]([C:19]2[C:27]3[C:22](=[C:23]([C:39]([NH2:41])=[O:40])[CH:24]=[C:25]([C:28]4[N:29]=[C:30]([CH2:33][N:34]5[CH2:35][CH2:3][CH2:2][CH2:43][CH2:42]5)[S:31][CH:32]=4)[CH:26]=3)[NH:21][CH:20]=2)[CH2:15][CH2:14]1)(=[O:12])=[O:11])[CH3:9], predict the reactants needed to synthesize it. The reactants are: F[C:2](F)(F)[C:3](O)=O.[CH2:8]([S:10]([N:13]1[CH2:18][CH2:17][CH:16]([C:19]2[C:27]3[C:22](=[C:23]([C:39]([NH2:41])=[O:40])[CH:24]=[C:25]([C:28]4[N:29]=[C:30]([CH2:33][NH:34][CH2:35]C(C)C)[S:31][CH:32]=4)[CH:26]=3)[NH:21][CH:20]=2)[CH2:15][CH2:14]1)(=[O:12])=[O:11])[CH3:9].[CH3:42][CH:43](C)CN. (7) Given the product [CH3:24][O:6][C:5](=[O:7])[C:4]([C:14]1[CH:19]=[CH:18][CH:17]=[CH:16][CH:15]=1)([C:8]1[CH:9]=[CH:10][CH:11]=[CH:12][CH:13]=1)[CH2:3][CH2:2][Br:1], predict the reactants needed to synthesize it. The reactants are: [Br:1][CH2:2][CH2:3][C:4]([C:14]1[CH:19]=[CH:18][CH:17]=[CH:16][CH:15]=1)([C:8]1[CH:13]=[CH:12][CH:11]=[CH:10][CH:9]=1)[C:5]([OH:7])=[O:6].S(Cl)(Cl)=O.[CH3:24]O. (8) Given the product [CH3:1][C:2]1[N:13]([C:14]2[CH:19]=[CH:18][CH:17]=[C:16]([C:21]([OH:24])=[O:23])[CH:15]=2)[C:4](=[O:12])[C:5]2[C:6](=[CH:8][CH:9]=[CH:10][CH:11]=2)[N:7]=1, predict the reactants needed to synthesize it. The reactants are: [CH3:1][C:2]1O[C:4](=[O:12])[C:5]2[CH:11]=[CH:10][CH:9]=[CH:8][C:6]=2[N:7]=1.[NH2:13][C:14]1[CH:15]=[C:16](O)[CH:17]=[CH:18][CH:19]=1.[C:21]([OH:24])(=[O:23])C. (9) Given the product [NH2:12][C:8]1[CH:7]=[CH:6][CH:5]=[C:4]2[C:9]=1[C:10](=[O:11])[N:2]([CH3:1])[C:3]2=[O:15], predict the reactants needed to synthesize it. The reactants are: [CH3:1][N:2]1[C:10](=[O:11])[C:9]2[C:4](=[CH:5][CH:6]=[CH:7][C:8]=2[N+:12]([O-])=O)[C:3]1=[O:15].[H][H].